From a dataset of Full USPTO retrosynthesis dataset with 1.9M reactions from patents (1976-2016). Predict the reactants needed to synthesize the given product. (1) Given the product [CH:11]([N:8]1[CH:7]=[N:6][C:5]2[C:9]1=[N:10][C:2]([NH:31][C@H:32]([CH2:37][CH3:38])[CH:33]([OH:36])[CH2:34][CH3:35])=[N:3][C:4]=2[NH:14][CH2:15][C:16]1[CH:17]=[N:18][CH:19]=[CH:20][CH:21]=1)([CH3:13])[CH3:12], predict the reactants needed to synthesize it. The reactants are: F[C:2]1[N:10]=[C:9]2[C:5]([N:6]=[CH:7][N:8]2[CH:11]([CH3:13])[CH3:12])=[C:4]([NH:14][CH2:15][C:16]2[CH:17]=[N:18][CH:19]=[CH:20][CH:21]=2)[N:3]=1.CCN(C(C)C)C(C)C.[NH2:31][C@H:32]([CH2:37][CH3:38])[CH:33]([OH:36])[CH2:34][CH3:35]. (2) Given the product [CH3:27][C:18]1[CH:23]=[CH:22][C:21]([C:24]([NH:9][C:7]2[S:8][C:4]3[CH:3]=[C:2]([CH3:1])[CH:11]=[CH:10][C:5]=3[N:6]=2)=[O:25])=[CH:20][CH:19]=1, predict the reactants needed to synthesize it. The reactants are: [CH3:1][C:2]1[CH:11]=[CH:10][C:5]2[N:6]=[C:7]([NH2:9])[S:8][C:4]=2[CH:3]=1.C(=O)([O-])[O-].[Cs+].[Cs+].[C:18]1([CH3:27])[CH:23]=[CH:22][C:21]([C:24](Cl)=[O:25])=[CH:20][CH:19]=1.